Dataset: Forward reaction prediction with 1.9M reactions from USPTO patents (1976-2016). Task: Predict the product of the given reaction. (1) Given the reactants [ClH:1].CC(O)C.[NH2:6][C:7]1[N:12]=[CH:11][C:10]([C:13]2[C:14]([CH:31]=[O:32])=[N:15][N:16]([CH:18]3[CH2:23][CH2:22][N:21](C(OC(C)(C)C)=O)[CH2:20][CH2:19]3)[CH:17]=2)=[CH:9][C:8]=1[C:33]1[O:34][C:35]2[CH:41]=[CH:40][CH:39]=[CH:38][C:36]=2[N:37]=1, predict the reaction product. The product is: [ClH:1].[NH2:6][C:7]1[N:12]=[CH:11][C:10]([C:13]2[C:14]([CH:31]=[O:32])=[N:15][N:16]([CH:18]3[CH2:23][CH2:22][NH:21][CH2:20][CH2:19]3)[CH:17]=2)=[CH:9][C:8]=1[C:33]1[O:34][C:35]2[CH:41]=[CH:40][CH:39]=[CH:38][C:36]=2[N:37]=1. (2) The product is: [C:1]([O:5][C:6]([N:8]1[CH2:12][CH2:11][CH2:10][C@H:9]1[CH2:13][NH:14][C:22]([NH:21][C:15]1[CH:20]=[CH:19][CH:18]=[CH:17][CH:16]=1)=[O:23])=[O:7])([CH3:4])([CH3:3])[CH3:2]. Given the reactants [C:1]([O:5][C:6]([N:8]1[CH2:12][CH2:11][CH2:10][C@H:9]1[CH2:13][NH2:14])=[O:7])([CH3:4])([CH3:3])[CH3:2].[C:15]1([N:21]=[C:22]=[O:23])[CH:20]=[CH:19][CH:18]=[CH:17][CH:16]=1, predict the reaction product. (3) The product is: [NH2:34][C:32]1[N:31]2[N:35]=[CH:36][CH:37]=[C:30]2[N:29]=[C:28]([CH:24]2[CH2:25][CH2:26][CH2:27][C:22](=[O:21])[CH2:23]2)[CH:33]=1. Given the reactants NC1N2N=CC=C2N=C(C2CCC(=O)CC2)C=1.O1[C:22]2([CH2:27][CH2:26][CH2:25][CH:24]([C:28]3[CH:33]=[C:32]([NH2:34])[N:31]4[N:35]=[CH:36][CH:37]=[C:30]4[N:29]=3)[CH2:23]2)[O:21]CC1.O1C2(CCC(C3C=C(N)N4N=CC=C4N=3)CC2)OCC1, predict the reaction product. (4) Given the reactants [NH2:1][N:2]1[N:11]=[C:10]([N:12]2[CH2:17][CH2:16][O:15][CH2:14][CH2:13]2)[C:9]2[C:4](=[CH:5][CH:6]=[CH:7][CH:8]=2)[C:3]1=[O:18].[CH3:19][C:20]1[CH:25]=[CH:24][CH:23]=[CH:22][C:21]=1[CH2:26][C:27](O)=[O:28], predict the reaction product. The product is: [CH3:19][C:20]1[CH:25]=[CH:24][CH:23]=[CH:22][C:21]=1[CH2:26][C:27]([NH:1][N:2]1[N:11]=[C:10]([N:12]2[CH2:17][CH2:16][O:15][CH2:14][CH2:13]2)[C:9]2[C:4](=[CH:5][CH:6]=[CH:7][CH:8]=2)[C:3]1=[O:18])=[O:28]. (5) Given the reactants [Cl:1][C:2]1[CH:7]=[C:6]([F:8])[C:5]([F:9])=[CH:4][C:3]=1[S:10](Cl)(=[O:12])=[O:11].[NH2:14][C:15]1[CH:19]=[CH:18][S:17][C:16]=1[C:20]([O:22][CH3:23])=[O:21].N1C=CC=CC=1, predict the reaction product. The product is: [Cl:1][C:2]1[CH:7]=[C:6]([F:8])[C:5]([F:9])=[CH:4][C:3]=1[S:10]([NH:14][C:15]1[CH:19]=[CH:18][S:17][C:16]=1[C:20]([O:22][CH3:23])=[O:21])(=[O:12])=[O:11].